Dataset: Forward reaction prediction with 1.9M reactions from USPTO patents (1976-2016). Task: Predict the product of the given reaction. (1) Given the reactants [C:1]([O:5][C:6](=[O:10])[C@H:7]([OH:9])[CH3:8])([CH3:4])([CH3:3])[CH3:2].[CH2:11]([O:13][C:14](=[O:27])[C@@H:15]([O:24][CH2:25][CH3:26])[CH2:16][C:17]1[CH:22]=[CH:21][C:20](O)=[CH:19][CH:18]=1)[CH3:12].C1(P(C2C=CC=CC=2)C2C=CC=CC=2)C=CC=CC=1.N(C(OC(C)C)=O)=NC(OC(C)C)=O, predict the reaction product. The product is: [CH2:11]([O:13][C:14](=[O:27])[C@@H:15]([O:24][CH2:25][CH3:26])[CH2:16][C:17]1[CH:22]=[CH:21][C:20]([O:9][C@H:7]([C:6]([O:5][C:1]([CH3:4])([CH3:3])[CH3:2])=[O:10])[CH3:8])=[CH:19][CH:18]=1)[CH3:12]. (2) Given the reactants [Cl:1][C:2]1[CH:7]=[CH:6][C:5]([CH:8]([C:34]2[CH:39]=[CH:38][C:37]([Cl:40])=[CH:36][CH:35]=2)[C:9]2[CH:10]=[C:11]3[C:16](=[CH:17][CH:18]=2)[N:15]=[CH:14][N:13]=[C:12]3[NH:19][CH:20]2[CH2:25][CH2:24][N:23]([C:26]3[CH:31]=[CH:30][C:29]([O:32]C)=[CH:28][CH:27]=3)[CH2:22][CH2:21]2)=[CH:4][CH:3]=1.B(Br)(Br)Br, predict the reaction product. The product is: [Cl:1][C:2]1[CH:7]=[CH:6][C:5]([CH:8]([C:34]2[CH:35]=[CH:36][C:37]([Cl:40])=[CH:38][CH:39]=2)[C:9]2[CH:10]=[C:11]3[C:16](=[CH:17][CH:18]=2)[N:15]=[CH:14][N:13]=[C:12]3[NH:19][CH:20]2[CH2:25][CH2:24][N:23]([C:26]3[CH:31]=[CH:30][C:29]([OH:32])=[CH:28][CH:27]=3)[CH2:22][CH2:21]2)=[CH:4][CH:3]=1. (3) Given the reactants [F:1][C:2]1[CH:3]=[C:4]([CH:28]=[CH:29][CH:30]=1)[O:5][C:6]1[CH:27]=[CH:26][C:9]([O:10][C:11]2[N:19]=[CH:18][C:17]([NH:20][CH:21]3[CH2:25][CH2:24][NH:23][CH2:22]3)=[CH:16][C:12]=2[C:13]([NH2:15])=[O:14])=[CH:8][CH:7]=1.C(N(CC)C(C)C)(C)C.[C:40](Cl)(=[O:44])/[CH:41]=[CH:42]/[CH3:43], predict the reaction product. The product is: [C:40]([N:23]1[CH2:24][CH2:25][CH:21]([NH:20][C:17]2[CH:18]=[N:19][C:11]([O:10][C:9]3[CH:26]=[CH:27][C:6]([O:5][C:4]4[CH:28]=[CH:29][CH:30]=[C:2]([F:1])[CH:3]=4)=[CH:7][CH:8]=3)=[C:12]([CH:16]=2)[C:13]([NH2:15])=[O:14])[CH2:22]1)(=[O:44])/[CH:41]=[CH:42]/[CH3:43]. (4) Given the reactants C[C:2]1[CH:11]=[C:10]([CH2:12][N:13]([C:21]([O:23][C:24]([CH3:27])([CH3:26])[CH3:25])=[O:22])[CH2:14][C:15]2[CH:20]=[CH:19][CH:18]=[CH:17][N:16]=2)[C:9]2[C:4](=[CH:5][CH:6]=[CH:7][CH:8]=2)[C:3]=1[C:28]([OH:30])=[O:29].[OH-].[Na+], predict the reaction product. The product is: [C:21]([N:13]([CH2:12][C:10]1[C:9]2[C:4](=[CH:5][CH:6]=[CH:7][CH:8]=2)[C:3]([C:28]([OH:30])=[O:29])=[CH:2][CH:11]=1)[CH2:14][C:15]1[CH:20]=[CH:19][CH:18]=[CH:17][N:16]=1)([O:23][C:24]([CH3:27])([CH3:26])[CH3:25])=[O:22].